Dataset: Catalyst prediction with 721,799 reactions and 888 catalyst types from USPTO. Task: Predict which catalyst facilitates the given reaction. (1) Reactant: [C:1]([O:5][C:6]([N:8]1[CH2:13][CH2:12][CH:11]([N:14]2[C:18]3=[N:19][CH:20]=[N:21][C:22]([O:23][C:24]4[CH:29]=[CH:28][C:27](=[O:30])[N:26]([CH3:31])[N:25]=4)=[C:17]3[CH:16]=[N:15]2)[CH2:10][CH2:9]1)=[O:7])(C)([CH3:3])[CH3:2].FC(F)(F)C(O)=O.ClC(OC(C)C)=O.C(N(CC)CC)C.C(=O)([O-])[O-].[Na+].[Na+]. Product: [CH:1]([O:5][C:6]([N:8]1[CH2:13][CH2:12][CH:11]([N:14]2[C:18]3=[N:19][CH:20]=[N:21][C:22]([O:23][C:24]4[CH:29]=[CH:28][C:27](=[O:30])[N:26]([CH3:31])[N:25]=4)=[C:17]3[CH:16]=[N:15]2)[CH2:10][CH2:9]1)=[O:7])([CH3:3])[CH3:2]. The catalyst class is: 4. (2) Reactant: [C:1]([C:3]1[CH:8]=[CH:7][C:6]([O:9][C:10]2[CH:15]=[CH:14][C:13]([NH:16][C:17](=[O:22])[C:18]([CH3:21])([CH3:20])[NH2:19])=[CH:12][CH:11]=2)=[CH:5][C:4]=1[O:23][CH3:24])#[N:2].C(N(CC)CC)C.[C:32](=O)(OC(Cl)(Cl)Cl)[O:33]C(Cl)(Cl)Cl. Product: [CH3:21][C:18]1([CH3:20])[C:17](=[O:22])[N:16]([C:13]2[CH:12]=[CH:11][C:10]([O:9][C:6]3[CH:7]=[CH:8][C:3]([C:1]#[N:2])=[C:4]([O:23][CH3:24])[CH:5]=3)=[CH:15][CH:14]=2)[C:32](=[O:33])[NH:19]1. The catalyst class is: 2. (3) Reactant: [OH-].[Na+].[Br:3][C:4]1[CH:5]=[C:6]([CH2:10][C:11]#[N:12])[CH:7]=[N:8][CH:9]=1.Br[CH2:14][CH2:15]Cl. Product: [Br:3][C:4]1[CH:5]=[C:6]([C:10]2([C:11]#[N:12])[CH2:15][CH2:14]2)[CH:7]=[N:8][CH:9]=1. The catalyst class is: 786. (4) Reactant: [C:1]([C:3]1[N:4]=[C:5]([N:8]2[CH2:11][CH:10]([OH:12])[CH2:9]2)[O:6][CH:7]=1)#[N:2].[CH3:13][S:14](Cl)(=[O:16])=[O:15].C(N(CC)CC)C.CO. Product: [C:1]([C:3]1[N:4]=[C:5]([N:8]2[CH2:11][CH:10]([O:12][S:14]([CH3:13])(=[O:16])=[O:15])[CH2:9]2)[O:6][CH:7]=1)#[N:2]. The catalyst class is: 202.